This data is from Catalyst prediction with 721,799 reactions and 888 catalyst types from USPTO. The task is: Predict which catalyst facilitates the given reaction. (1) Reactant: [Cl:1][C:2]1[CH:3]=[CH:4][C:5]([O:20][CH2:21][C:22]([N:24]2[CH2:29][C@H:28]([CH3:30])[N:27]([CH2:31][C:32]3[CH:37]=[CH:36][C:35]([F:38])=[CH:34][CH:33]=3)[CH2:26][C@H:25]2[CH3:39])=[O:23])=[C:6]([CH:19]=1)[CH2:7][N:8]1C(=O)C2C(=CC=CC=2)C1=O.NN. Product: [NH2:8][CH2:7][C:6]1[CH:19]=[C:2]([Cl:1])[CH:3]=[CH:4][C:5]=1[O:20][CH2:21][C:22]([N:24]1[CH2:29][C@H:28]([CH3:30])[N:27]([CH2:31][C:32]2[CH:37]=[CH:36][C:35]([F:38])=[CH:34][CH:33]=2)[CH2:26][C@H:25]1[CH3:39])=[O:23]. The catalyst class is: 8. (2) Reactant: Br[C:2]1[N:6]([CH3:7])[CH:5]=[N:4][CH:3]=1.[N:8]1([C:13]2[CH:42]=[CH:41][C:16]([CH2:17][C:18]3[C:19]([O:39][CH3:40])=[N:20][C:21]4[C:26]([C:27]=3[Cl:28])=[CH:25][C:24]([C:29]([C:31]3[CH:38]=[CH:37][C:34]([C:35]#[N:36])=[CH:33][CH:32]=3)=[O:30])=[CH:23][CH:22]=4)=[CH:15][CH:14]=2)[CH:12]=[N:11][CH:10]=[N:9]1.C(O)(=O)CC(CC(O)=O)(C(O)=O)O. Product: [N:8]1([C:13]2[CH:14]=[CH:15][C:16]([CH2:17][C:18]3[C:19]([O:39][CH3:40])=[N:20][C:21]4[C:26]([C:27]=3[Cl:28])=[CH:25][C:24]([C:29]([OH:30])([C:2]3[N:6]([CH3:7])[CH:5]=[N:4][CH:3]=3)[C:31]3[CH:38]=[CH:37][C:34]([C:35]#[N:36])=[CH:33][CH:32]=3)=[CH:23][CH:22]=4)=[CH:41][CH:42]=2)[CH:12]=[N:11][CH:10]=[N:9]1. The catalyst class is: 7. (3) Reactant: O[C:2]1[CH:7]=[CH:6][CH:5]=[CH:4][N:3]=1.[H-].[Na+].CN(C=[O:14])C.[Cl:15][C:16]1[N:24]=[C:23]2[C:19]([NH:20][CH:21]=[N:22]2)=[C:18](Cl)[N:17]=1. Product: [Cl:15][C:16]1[N:24]=[C:23]2[C:19]([NH:20][CH:21]=[N:22]2)=[C:18]([N:3]2[CH:4]=[CH:5][C:6](=[O:14])[CH:7]=[CH:2]2)[N:17]=1. The catalyst class is: 6. (4) Reactant: [S:1]1[C:5]2[CH:6]=[CH:7][CH:8]=[CH:9][C:4]=2[C:3]([C@H:10]2[CH2:15][CH2:14][C@H:13]([C:16]3[N:25]4[C:19]([CH2:20][NH:21][CH2:22][C:23]5[CH:29]=[C:28]([Cl:30])[CH:27]=[CH:26][C:24]=54)=[N:18][N:17]=3)[CH2:12][CH2:11]2)=[N:2]1.C(N(CC)CC)C.[CH3:38][S:39](Cl)(=[O:41])=[O:40]. Product: [S:1]1[C:5]2[CH:6]=[CH:7][CH:8]=[CH:9][C:4]=2[C:3]([C@H:10]2[CH2:15][CH2:14][C@H:13]([C:16]3[N:25]4[C:19]([CH2:20][N:21]([S:39]([CH3:38])(=[O:41])=[O:40])[CH2:22][C:23]5[CH:29]=[C:28]([Cl:30])[CH:27]=[CH:26][C:24]=54)=[N:18][N:17]=3)[CH2:12][CH2:11]2)=[N:2]1. The catalyst class is: 4. (5) Reactant: [C:1](=O)([O-])[O-].[K+].[K+].[CH2:7]([NH2:15])[CH2:8][CH2:9][CH2:10][CH2:11][CH2:12][CH2:13][CH3:14].[CH:16]1[C:25]2[C:20](=[CH:21][CH:22]=[CH:23][CH:24]=2)[CH:19]=[CH:18][C:17]=1[O:26][CH2:27][CH2:28][CH2:29]CCl. Product: [CH2:7]([NH:15][CH2:29][CH2:28][CH:27]([O:26][C:17]1[CH:18]=[CH:19][C:20]2[C:25](=[CH:24][CH:23]=[CH:22][CH:21]=2)[CH:16]=1)[CH3:1])[CH2:8][CH2:9][CH2:10][CH2:11][CH2:12][CH2:13][CH3:14]. The catalyst class is: 58. (6) Product: [CH3:1][CH:2]([CH3:21])[CH2:3][CH:4]([C:10]1[N:11]=[C:12]([C:15]2[CH:16]=[CH:17][CH:18]=[CH:19][CH:20]=2)[S:13][CH:14]=1)[C:5]([OH:7])=[O:6]. The catalyst class is: 5. Reactant: [CH3:1][CH:2]([CH3:21])[CH2:3][CH:4]([C:10]1[N:11]=[C:12]([C:15]2[CH:20]=[CH:19][CH:18]=[CH:17][CH:16]=2)[S:13][CH:14]=1)[C:5]([O:7]CC)=[O:6].[OH-].[Na+]. (7) Reactant: C([O:8][C:9]1[C:10](=[O:34])[C:11]([C:29]2[S:30][CH:31]=[CH:32][N:33]=2)=[CH:12][N:13]2[CH2:18][CH2:17][N:16]([CH2:19][C:20]3[CH:25]=[CH:24][C:23]([Cl:26])=[C:22]([Cl:27])[CH:21]=3)[C:15](=[O:28])[C:14]=12)C1C=CC=CC=1. Product: [Cl:27][C:22]1[CH:21]=[C:20]([CH:25]=[CH:24][C:23]=1[Cl:26])[CH2:19][N:16]1[CH2:17][CH2:18][N:13]2[CH:12]=[C:11]([C:29]3[S:30][CH:31]=[CH:32][N:33]=3)[C:10](=[O:34])[C:9]([OH:8])=[C:14]2[C:15]1=[O:28]. The catalyst class is: 55. (8) Reactant: [CH:1]([NH:5][CH:6]1[CH:11]([N+:12]([O-])=O)[C:10]([C:15]2[CH:20]=[CH:19][C:18]([O:21][CH:22]([F:24])[F:23])=[CH:17][C:16]=2[Cl:25])=[CH:9][CH:8]=[N:7]1)([CH2:3][CH3:4])[CH3:2].[NH4+].[OH-].[O-]S(S([O-])=O)=O.[Na+].[Na+]. Product: [CH:1]([NH:5][CH:6]1[CH:11]([NH2:12])[C:10]([C:15]2[CH:20]=[CH:19][C:18]([O:21][CH:22]([F:24])[F:23])=[CH:17][C:16]=2[Cl:25])=[CH:9][CH:8]=[N:7]1)([CH2:3][CH3:4])[CH3:2]. The catalyst class is: 38. (9) Reactant: [N+]([O-])([O-])=O.[CH3:5][O:6][C:7]1[CH:8]=[C:9]([NH:17][C:18]([NH2:20])=[NH2+:19])[CH:10]=[C:11]([O:15][CH3:16])[C:12]=1[O:13][CH3:14].[C:21]([O:25][C:26]([NH:28][C:29]([C:32]1[CH:37]=[CH:36][C:35]([C:38](=O)[C:39]([C:44]#N)=[CH:40][N:41](C)C)=[CH:34][CH:33]=1)([CH3:31])[CH3:30])=[O:27])([CH3:24])([CH3:23])[CH3:22].[OH-].[Na+].C(OCC)(=O)C. Product: [NH2:28][C:29]([C:32]1[CH:33]=[CH:34][C:35]([C:38]2[C:39]([C:40]#[N:41])=[CH:44][N:20]=[C:18]([NH:17][C:9]3[CH:10]=[C:11]([O:15][CH3:16])[C:12]([O:13][CH3:14])=[C:7]([O:6][CH3:5])[CH:8]=3)[N:19]=2)=[CH:36][CH:37]=1)([CH3:31])[CH3:30].[C:21]([O:25][C:26]([NH:28][C:29]([C:32]1[CH:37]=[CH:36][C:35]([C:38]2[C:39]([C:40]#[N:41])=[CH:44][N:20]=[C:18]([NH:17][C:9]3[CH:10]=[C:11]([O:15][CH3:16])[C:12]([O:13][CH3:14])=[C:7]([O:6][CH3:5])[CH:8]=3)[N:19]=2)=[CH:34][CH:33]=1)([CH3:31])[CH3:30])=[O:27])([CH3:23])([CH3:22])[CH3:24]. The catalyst class is: 81. (10) Reactant: [Cl:1][C:2]1[N:7]=[C:6]([O:8][CH3:9])[N:5]=[C:4]([NH:10][CH2:11][CH2:12][C:13]2[CH:21]=[CH:20][C:16]([C:17]([OH:19])=O)=[CH:15][CH:14]=2)[CH:3]=1.[C:22]([NH:25][NH2:26])(=[O:24])[CH3:23].C(N(CC)CC)C.F[B-](F)(F)F.N1(OC(=[N+](C)C)N(C)C)C2C=CC=CC=2N=N1. Product: [C:22]([NH:25][NH:26][C:17](=[O:19])[C:16]1[CH:15]=[CH:14][C:13]([CH2:12][CH2:11][NH:10][C:4]2[CH:3]=[C:2]([Cl:1])[N:7]=[C:6]([O:8][CH3:9])[N:5]=2)=[CH:21][CH:20]=1)(=[O:24])[CH3:23]. The catalyst class is: 3.